This data is from Catalyst prediction with 721,799 reactions and 888 catalyst types from USPTO. The task is: Predict which catalyst facilitates the given reaction. (1) The catalyst class is: 25. Reactant: [CH2:1]([O:3][C:4]([C:6]1[C:7]2[CH2:27][S:26](=[O:29])(=[O:28])[C:25]3[CH:24]=[CH:23][CH:22]=[CH:21][C:20]=3[C:8]=2[N:9]([C:11]2[CH:12]=[C:13]([CH:17]=[CH:18][CH:19]=2)[C:14]([OH:16])=O)[N:10]=1)=[O:5])[CH3:2].[C:30]([NH:33][NH2:34])(=O)[CH3:31]. Product: [CH3:31][C:30]1[O:16][C:14]([C:13]2[CH:12]=[C:11]([N:9]3[C:8]4[C:20]5[CH:21]=[CH:22][CH:23]=[CH:24][C:25]=5[S:26](=[O:29])(=[O:28])[CH2:27][C:7]=4[C:6]([C:4]([O:3][CH2:1][CH3:2])=[O:5])=[N:10]3)[CH:19]=[CH:18][CH:17]=2)=[N:34][N:33]=1. (2) Reactant: [CH2:1]([N:8]1[CH2:13][CH2:12][C:11](=[N:14]O)[CH:10]([CH3:16])[CH2:9]1)[C:2]1[CH:7]=[CH:6][CH:5]=[CH:4][CH:3]=1.[H-].[H-].[H-].[H-].[Li+].[Al+3]. Product: [CH2:1]([N:8]1[CH2:13][CH2:12][CH:11]([NH2:14])[CH:10]([CH3:16])[CH2:9]1)[C:2]1[CH:3]=[CH:4][CH:5]=[CH:6][CH:7]=1. The catalyst class is: 1. (3) Reactant: COC1C=CC(C([O:22][C@@H:23]2[C@@H:27]([CH2:28]OC(C3C=CC=CC=3)(C3C=CC(OC)=CC=3)C3C=CC(OC)=CC=3)[O:26][C@@H:25]([N:53]3[CH:60]=[CH:59][C:57](=[O:58])[NH:56][C:54]3=[O:55])[C@@H:24]2[F:61])(C2C=CC=CC=2)C2C=CC(OC)=CC=2)=CC=1.C(O)(=O)C. Product: [F:61][C@@H:24]1[C@H:23]([OH:22])[C@@H:27]([CH3:28])[O:26][C@H:25]1[N:53]1[CH:60]=[CH:59][C:57](=[O:58])[NH:56][C:54]1=[O:55]. The catalyst class is: 5. (4) Reactant: [CH3:1][O:2][C:3](=[O:16])[C:4]1[CH:9]=[C:8]([S:10](=[O:14])(=[O:13])[NH:11][CH3:12])[CH:7]=[CH:6][C:5]=1[OH:15].C(=O)([O-])[O-].[K+].[K+].[F:23][C:24]([F:36])([F:35])[CH:25](OS(C(F)(F)F)(=O)=O)[CH3:26]. Product: [CH3:1][O:2][C:3](=[O:16])[C:4]1[CH:9]=[C:8]([S:10](=[O:14])(=[O:13])[NH:11][CH3:12])[CH:7]=[CH:6][C:5]=1[O:15][CH:25]([CH3:26])[C:24]([F:36])([F:35])[F:23]. The catalyst class is: 3. (5) Reactant: [C:1]([N:5]([CH3:25])[C:6](=[O:24])[C:7]1[CH:12]=[CH:11][CH:10]=[C:9]([O:13][C:14]2[CH:19]=[CH:18][C:17]([N+:20]([O-])=O)=[CH:16][C:15]=2[Cl:23])[CH:8]=1)([CH3:4])([CH3:3])[CH3:2]. Product: [NH2:20][C:17]1[CH:18]=[CH:19][C:14]([O:13][C:9]2[CH:8]=[C:7]([CH:12]=[CH:11][CH:10]=2)[C:6]([N:5]([C:1]([CH3:4])([CH3:3])[CH3:2])[CH3:25])=[O:24])=[C:15]([Cl:23])[CH:16]=1. The catalyst class is: 612. (6) Reactant: [Cl:1][C:2]1[N:3]=[C:4]([N:13]2[CH2:18][CH2:17][O:16][CH2:15][CH2:14]2)[C:5]2[N:10]=[C:9]([CH:11]=O)[S:8][C:6]=2[N:7]=1.[NH:19]1[CH2:22][CH:21]([N:23]2[CH2:28][CH2:27][NH:26][C:25](=[O:29])[CH2:24]2)[CH2:20]1.C(O[BH-](OC(=O)C)OC(=O)C)(=O)C.[Na+]. Product: [Cl:1][C:2]1[N:3]=[C:4]([N:13]2[CH2:18][CH2:17][O:16][CH2:15][CH2:14]2)[C:5]2[N:10]=[C:9]([CH2:11][N:19]3[CH2:20][CH:21]([N:23]4[CH2:28][CH2:27][NH:26][C:25](=[O:29])[CH2:24]4)[CH2:22]3)[S:8][C:6]=2[N:7]=1. The catalyst class is: 26. (7) Reactant: FC(F)(F)C(O)=O.[CH3:8][S:9]([C:12]1[CH:33]=[CH:32][C:15]([O:16][C:17]2[N:22]=[CH:21][N:20]=[C:19]3[N:23]([CH:26]4[CH2:31][CH2:30][NH:29][CH2:28][CH2:27]4)[N:24]=[CH:25][C:18]=23)=[CH:14][CH:13]=1)(=[O:11])=[O:10].[S:34]1[CH:38]=[CH:37][CH:36]=[C:35]1[C:39](Cl)=[O:40].C(N(C(C)C)CC)(C)C. Product: [CH3:8][S:9]([C:12]1[CH:13]=[CH:14][C:15]([O:16][C:17]2[N:22]=[CH:21][N:20]=[C:19]3[N:23]([CH:26]4[CH2:27][CH2:28][N:29]([C:39]([C:35]5[S:34][CH:38]=[CH:37][CH:36]=5)=[O:40])[CH2:30][CH2:31]4)[N:24]=[CH:25][C:18]=23)=[CH:32][CH:33]=1)(=[O:11])=[O:10]. The catalyst class is: 4. (8) Reactant: [Cl:1][C:2]1[N:7]=[C:6]([C:8]([OH:10])=O)[CH:5]=[CH:4][CH:3]=1.[F:11][C:12]1[CH:17]=[CH:16][CH:15]=[CH:14][C:13]=1[CH:18]1[CH2:23][CH2:22][NH:21][CH2:20][CH2:19]1.C(N(C(C)C)CC)(C)C.CN(C(ON1N=NC2C=CC=NC1=2)=[N+](C)C)C.F[P-](F)(F)(F)(F)F. Product: [Cl:1][C:2]1[N:7]=[C:6]([C:8]([N:21]2[CH2:22][CH2:23][CH:18]([C:13]3[CH:14]=[CH:15][CH:16]=[CH:17][C:12]=3[F:11])[CH2:19][CH2:20]2)=[O:10])[CH:5]=[CH:4][CH:3]=1. The catalyst class is: 303. (9) Reactant: [CH3:1][S:2](Cl)(=[O:4])=[O:3].[Cl-].[N+:7]([C:10]1[CH:11]=[C:12]([CH:15]=[CH:16][C:17]=1[C:18]([O:20][CH3:21])=[O:19])[CH2:13][NH3+:14])([O-:9])=[O:8].C(N(CC)CC)C. Product: [CH3:1][S:2]([NH:14][CH2:13][C:12]1[CH:15]=[CH:16][C:17]([C:18]([O:20][CH3:21])=[O:19])=[C:10]([N+:7]([O-:9])=[O:8])[CH:11]=1)(=[O:4])=[O:3]. The catalyst class is: 4.